This data is from Reaction yield outcomes from USPTO patents with 853,638 reactions. The task is: Predict the reaction yield, written as a fraction of the theoretical maximum amount of product (1.0 means a 100% yield; for example, 0.34 means a 34% yield). (1) The reactants are [N:1]1[C:6]([NH2:7])=[CH:5][CH:4]=[CH:3][C:2]=1[NH2:8].CN(C)[CH:11]=[CH:12][CH:13]=O.C(=O)([O-])[O-].[Na+].[Na+]. No catalyst specified. The product is [N:1]1[C:6]2[C:5](=[CH:11][CH:12]=[CH:13][N:7]=2)[CH:4]=[CH:3][C:2]=1[NH2:8]. The yield is 0.210. (2) The reactants are [CH3:1][O:2][C:3]1[N:8]=[N:7][C:6]([NH:9][C:10](=[O:15])[C:11]([CH3:14])([CH3:13])[CH3:12])=[CH:5][CH:4]=1.[CH3:16][CH2:17][CH:18](Br)[CH2:19][CH3:20]. The product is [CH2:17]([CH:18]([C:5]1[CH:4]=[C:3]([O:2][CH3:1])[N:8]=[N:7][C:6]=1[NH:9][C:10](=[O:15])[C:11]([CH3:12])([CH3:14])[CH3:13])[CH2:19][CH3:20])[CH3:16]. No catalyst specified. The yield is 0.650. (3) The reactants are [CH:1]1([N:5]2[CH2:10][CH2:9][N:8]([C:11]([C:13]3[CH:14]=[C:15]4[C:19](=[CH:20][CH:21]=3)[NH:18][C:17]([C:22]([N:24]3[CH2:29][CH2:28][C:27]([F:31])([F:30])[CH2:26][CH2:25]3)=[O:23])=[CH:16]4)=[O:12])[CH2:7][CH2:6]2)[CH2:4][CH2:3][CH2:2]1.[F:32][C:33]([F:44])([F:43])[C:34]1[CH:35]=[C:36](B(O)O)[CH:37]=[CH:38][CH:39]=1.N1C=CC=CC=1. The catalyst is ClCCl.C([O-])(=O)C.[Cu+2].C([O-])(=O)C. The product is [CH:1]1([N:5]2[CH2:6][CH2:7][N:8]([C:11]([C:13]3[CH:14]=[C:15]4[C:19](=[CH:20][CH:21]=3)[N:18]([C:37]3[CH:36]=[CH:35][C:34]([C:33]([F:44])([F:43])[F:32])=[CH:39][CH:38]=3)[C:17]([C:22]([N:24]3[CH2:25][CH2:26][C:27]([F:30])([F:31])[CH2:28][CH2:29]3)=[O:23])=[CH:16]4)=[O:12])[CH2:9][CH2:10]2)[CH2:2][CH2:3][CH2:4]1. The yield is 0.490. (4) The reactants are [Br:1][C:2]1[CH:7]=[CH:6][C:5]([N:8]2[C:12](C(O)=O)=[C:11]([CH3:16])[N:10]=[N:9]2)=[CH:4][CH:3]=1.[C@H:17]1([OH:26])[C:25]2[C:20](=[CH:21][CH:22]=[CH:23][CH:24]=2)[CH2:19][CH2:18]1.C1(P(N=[N+]=[N-])(C2C=CC=CC=2)=[O:34])C=CC=CC=1.C([N:46]([CH2:49]C)CC)C. The catalyst is C1(C)C=CC=CC=1. The product is [C@H:17]1([O:26][C:49](=[O:34])[NH:46][C:12]2[N:8]([C:5]3[CH:4]=[CH:3][C:2]([Br:1])=[CH:7][CH:6]=3)[N:9]=[N:10][C:11]=2[CH3:16])[C:25]2[C:20](=[CH:21][CH:22]=[CH:23][CH:24]=2)[CH2:19][CH2:18]1. The yield is 0.557. (5) The reactants are [C:1](=[NH:24])([O:3][CH2:4][CH2:5][C:6]1[CH:11]=[CH:10][C:9]([O:12][C:13]2[CH:18]=[CH:17][CH:16]=[C:15]([C:19]([F:22])([F:21])[F:20])[N:14]=2)=[C:8]([F:23])[CH:7]=1)[NH2:2].[OH:25]/[CH:26]=[C:27](\[CH2:32][C:33]1[CH:34]=[N:35][C:36]([O:39][CH3:40])=[N:37][CH:38]=1)/[C:28](OC)=O.C([O-])([O-])=O.[K+].[K+]. The catalyst is CN1C(=O)CCC1. The product is [F:23][C:8]1[CH:7]=[C:6]([CH2:5][CH2:4][O:3][C:1]2[NH:2][CH:28]=[C:27]([CH2:32][C:33]3[CH:34]=[N:35][C:36]([O:39][CH3:40])=[N:37][CH:38]=3)[C:26](=[O:25])[N:24]=2)[CH:11]=[CH:10][C:9]=1[O:12][C:13]1[CH:18]=[CH:17][CH:16]=[C:15]([C:19]([F:22])([F:20])[F:21])[N:14]=1. The yield is 0.216. (6) The reactants are [CH3:1][O:2][C:3]1[CH:10]=[C:9]([O:11][CH2:12][CH:13]2[CH2:18][CH:17]([O:19][CH2:20][CH2:21][CH2:22][CH2:23][CH2:24][CH2:25][CH2:26][CH2:27][CH2:28][CH2:29][CH2:30][CH2:31][CH2:32][CH2:33][CH2:34][CH2:35][CH2:36][CH3:37])[CH:16]([O:38][CH2:39][CH2:40][CH2:41][CH2:42][CH2:43][CH2:44][CH2:45][CH2:46][CH2:47][CH2:48][CH2:49][CH2:50][CH2:51][CH2:52][CH2:53][CH2:54][CH2:55][CH3:56])[CH:15]([O:57][CH2:58][CH2:59][CH2:60][CH2:61][CH2:62][CH2:63][CH2:64][CH2:65][CH2:66][CH2:67][CH2:68][CH2:69][CH2:70][CH2:71][CH2:72][CH2:73][CH2:74][CH3:75])[CH2:14]2)[CH:8]=[CH:7][C:4]=1[CH:5]=[O:6].[BH4-].[Na+]. The catalyst is C(Cl)(Cl)Cl.CO.C(Cl)(Cl)Cl. The product is [CH3:1][O:2][C:3]1[CH:10]=[C:9]([O:11][CH2:12][CH:13]2[CH2:18][CH:17]([O:19][CH2:20][CH2:21][CH2:22][CH2:23][CH2:24][CH2:25][CH2:26][CH2:27][CH2:28][CH2:29][CH2:30][CH2:31][CH2:32][CH2:33][CH2:34][CH2:35][CH2:36][CH3:37])[CH:16]([O:38][CH2:39][CH2:40][CH2:41][CH2:42][CH2:43][CH2:44][CH2:45][CH2:46][CH2:47][CH2:48][CH2:49][CH2:50][CH2:51][CH2:52][CH2:53][CH2:54][CH2:55][CH3:56])[CH:15]([O:57][CH2:58][CH2:59][CH2:60][CH2:61][CH2:62][CH2:63][CH2:64][CH2:65][CH2:66][CH2:67][CH2:68][CH2:69][CH2:70][CH2:71][CH2:72][CH2:73][CH2:74][CH3:75])[CH2:14]2)[CH:8]=[CH:7][C:4]=1[CH2:5][OH:6]. The yield is 0.950. (7) The reactants are C([O:5][C:6](=[O:22])[C:7]1[CH:12]=[C:11]([C:13]([F:16])([F:15])[F:14])[CH:10]=[C:9]([O:17][CH2:18][CH2:19][CH:20]=[CH2:21])[CH:8]=1)CC=C.[OH-].[Na+].Cl. The catalyst is CO. The product is [CH2:18]([O:17][C:9]1[CH:8]=[C:7]([CH:12]=[C:11]([C:13]([F:14])([F:15])[F:16])[CH:10]=1)[C:6]([OH:22])=[O:5])[CH2:19][CH:20]=[CH2:21]. The yield is 0.980.